Predict the product of the given reaction. From a dataset of Forward reaction prediction with 1.9M reactions from USPTO patents (1976-2016). (1) Given the reactants [NH2:1][C:2]1[C:11]([CH2:12][C:13]2[C:18]([O:19][CH3:20])=[CH:17][CH:16]=[CH:15][C:14]=2[OH:21])=[CH:10][C:9]2[C:4](=[CH:5][CH:6]=[CH:7][CH:8]=2)[N:3]=1.[C:22]1(P(C2C=CC=CC=2)C2C=CC=CC=2)C=CC=CC=1.CO.C(OC(N=NC(OC(C)C)=O)=O)(C)C, predict the reaction product. The product is: [CH3:20][O:19][C:18]1[CH:17]=[CH:16][CH:15]=[C:14]([O:21][CH3:22])[C:13]=1[CH2:12][C:11]1[C:2]([NH2:1])=[N:3][C:4]2[C:9]([CH:10]=1)=[CH:8][CH:7]=[CH:6][CH:5]=2. (2) Given the reactants [Br:1][C:2]1[CH:3]=[C:4]2[C:8](=[CH:9][CH:10]=1)[NH:7][C:6](=[O:11])[CH2:5]2.[CH:12]([C:14]1[NH:15][C:16]([CH3:28])=[C:17]([S:24]([CH3:27])(=[O:26])=[O:25])[C:18]=1[CH2:19][CH2:20][C:21]([OH:23])=[O:22])=O.N1CCCCC1, predict the reaction product. The product is: [Br:1][C:2]1[CH:3]=[C:4]2[C:8](=[CH:9][CH:10]=1)[NH:7][C:6](=[O:11])/[C:5]/2=[CH:12]\[C:14]1[NH:15][C:16]([CH3:28])=[C:17]([S:24]([CH3:27])(=[O:26])=[O:25])[C:18]=1[CH2:19][CH2:20][C:21]([OH:23])=[O:22].